Predict the reaction yield, written as a fraction of the theoretical maximum amount of product (1.0 means a 100% yield; for example, 0.34 means a 34% yield). From a dataset of Reaction yield outcomes from USPTO patents with 853,638 reactions. (1) The reactants are FC(F)(F)S(O[C:7]1[CH:12]=[CH:11][C:10]([N:13]2[CH:18]=[C:17]([O:19][CH3:20])[C:16](=[O:21])[C:15]([C:22]3[N:26]([C:27]4[CH:32]=[CH:31][CH:30]=[CH:29][CH:28]=4)[N:25]=[CH:24][CH:23]=3)=[N:14]2)=[C:9]([F:33])[CH:8]=1)(=O)=O.C(P(C(C)(C)C)[C:41]1C=[CH:45][CH:44]=[CH:43][C:42]=1[C:43]1[CH:44]=[CH:45]C=[CH:41][CH:42]=1)(C)(C)C.C[N:58](C=O)C. The catalyst is C([O-])(O)=O.[Na+].[Cu]I.CC([O-])=O.CC([O-])=O.[Pd+2]. The product is [F:33][C:9]1[CH:8]=[C:7]([C:45]2[CH:44]=[CH:43][CH:42]=[CH:41][N:58]=2)[CH:12]=[CH:11][C:10]=1[N:13]1[CH:18]=[C:17]([O:19][CH3:20])[C:16](=[O:21])[C:15]([C:22]2[N:26]([C:27]3[CH:32]=[CH:31][CH:30]=[CH:29][CH:28]=3)[N:25]=[CH:24][CH:23]=2)=[N:14]1. The yield is 0.400. (2) The reactants are C([O-])([O-])=O.[Na+].[Na+].[F:7][C:8]([F:25])([F:24])[C:9]1[N:10]=[C:11]([CH:22]=O)[N:12]([CH2:14][O:15][CH2:16][CH2:17][Si:18]([CH3:21])([CH3:20])[CH3:19])[CH:13]=1.Cl.[NH2:27][OH:28]. The catalyst is O. The product is [F:7][C:8]([F:25])([F:24])[C:9]1[N:10]=[C:11]([CH:22]=[N:27][OH:28])[N:12]([CH2:14][O:15][CH2:16][CH2:17][Si:18]([CH3:21])([CH3:20])[CH3:19])[CH:13]=1. The yield is 0.950. (3) The reactants are [NH2:1][C:2]1[C:7]([Br:8])=[CH:6][C:5]([CH3:9])=[CH:4][N:3]=1.[H-].[Na+].[CH2:12]([N:19]1[CH:24]=[C:23]([Cl:25])[N:22]=[C:21](Cl)[C:20]1=[O:27])[C:13]1[CH:18]=[CH:17][CH:16]=[CH:15][CH:14]=1. The catalyst is C1COCC1. The product is [CH2:12]([N:19]1[CH:24]=[C:23]([Cl:25])[N:22]=[C:21]([NH:1][C:2]2[C:7]([Br:8])=[CH:6][C:5]([CH3:9])=[CH:4][N:3]=2)[C:20]1=[O:27])[C:13]1[CH:18]=[CH:17][CH:16]=[CH:15][CH:14]=1. The yield is 0.400.